From a dataset of Peptide-MHC class II binding affinity with 134,281 pairs from IEDB. Regression. Given a peptide amino acid sequence and an MHC pseudo amino acid sequence, predict their binding affinity value. This is MHC class II binding data. (1) The MHC is DRB1_1602 with pseudo-sequence DRB1_1602. The peptide sequence is SSKVTITDTTIGTGD. The binding affinity (normalized) is 0.0285. (2) The MHC is HLA-DPA10201-DPB10101 with pseudo-sequence HLA-DPA10201-DPB10101. The peptide sequence is NGSMRVFVDVIRALD. The binding affinity (normalized) is 0.575. (3) The peptide sequence is VFGNCEGVKIIGISI. The MHC is DRB1_1302 with pseudo-sequence DRB1_1302. The binding affinity (normalized) is 0.627. (4) The peptide sequence is RERLVLTLGAAMVEI. The MHC is DRB1_0404 with pseudo-sequence DRB1_0404. The binding affinity (normalized) is 0.723. (5) The peptide sequence is DVKFPGGGQIMGGVY. The MHC is HLA-DQA10501-DQB10301 with pseudo-sequence HLA-DQA10501-DQB10301. The binding affinity (normalized) is 0.668. (6) The peptide sequence is FFFLFNILTGKKITAHHHHHH. The MHC is DRB3_0202 with pseudo-sequence DRB3_0202. The binding affinity (normalized) is 0.